From a dataset of Reaction yield outcomes from USPTO patents with 853,638 reactions. Predict the reaction yield, written as a fraction of the theoretical maximum amount of product (1.0 means a 100% yield; for example, 0.34 means a 34% yield). (1) The reactants are C([Li])CCC.CCCCCC.C(NC(C)C)(C)C.[Cl:19][C:20]1[N:28]=[C:27]([Cl:29])[C:26]([F:30])=[CH:25][C:21]=1[C:22]([OH:24])=[O:23].CN([CH:34]=[O:35])C.Cl. The yield is 0.677. The catalyst is C1COCC1. The product is [Cl:19][C:20]1[C:21]2[C:22](=[O:24])[O:23][CH:34]([OH:35])[C:25]=2[C:26]([F:30])=[C:27]([Cl:29])[N:28]=1. (2) The reactants are [Br:1][C:2]1[CH:10]=[C:9]2[C:5]([CH:6]=[CH:7][NH:8]2)=[CH:4][CH:3]=1.C([Mg]Br)C.[CH3:15][C:16]1([CH3:24])[C:18]([CH3:20])([CH3:19])[CH:17]1[C:21](Cl)=[O:22]. The catalyst is ClCCl.[Cl-].[Zn+2].[Cl-]. The product is [Br:1][C:2]1[CH:10]=[C:9]2[C:5]([C:6]([C:21]([CH:17]3[C:18]([CH3:20])([CH3:19])[C:16]3([CH3:24])[CH3:15])=[O:22])=[CH:7][NH:8]2)=[CH:4][CH:3]=1. The yield is 0.440. (3) The reactants are [F:1][C:2]([F:22])([C:15]1[CH:20]=[CH:19][C:18]([F:21])=[CH:17][CH:16]=1)[CH2:3][CH2:4][S:5][C:6]1[CH:14]=[CH:13][CH:12]=[CH:11][C:7]=1[C:8]([OH:10])=O.F[P-](F)(F)(F)(F)F.N1(OC(N(C)C)=[N+](C)C)C2N=CC=CC=2N=N1.C(N(CC)CC)C.[CH3:54][CH:55]([CH3:59])[CH2:56][CH2:57][NH2:58]. The catalyst is O1CCCC1. The product is [F:22][C:2]([F:1])([C:15]1[CH:20]=[CH:19][C:18]([F:21])=[CH:17][CH:16]=1)[CH2:3][CH2:4][S:5][C:6]1[CH:14]=[CH:13][CH:12]=[CH:11][C:7]=1[C:8]([NH:58][CH2:57][CH2:56][CH:55]([CH3:59])[CH3:54])=[O:10]. The yield is 0.560. (4) The reactants are [Cl:1][C:2]1[CH:3]=[C:4]2[C:9](=[CH:10][CH:11]=1)[N:8]([C@H:12]([CH3:16])[C:13]([OH:15])=O)[CH2:7][CH2:6][CH2:5]2.CN(C(ON1N=NC2C=CC=NC1=2)=[N+](C)C)C.F[P-](F)(F)(F)(F)F.[C:41]1([N:47]2[CH2:52][CH2:51][NH:50][CH2:49][CH2:48]2)[CH:46]=[CH:45][CH:44]=[CH:43][CH:42]=1.C(=O)(O)[O-].[Na+]. The catalyst is C(Cl)Cl.CN(C=O)C. The product is [Cl:1][C:2]1[CH:3]=[C:4]2[C:9](=[CH:10][CH:11]=1)[N:8]([C@H:12]([CH3:16])[C:13]([N:50]1[CH2:51][CH2:52][N:47]([C:41]3[CH:46]=[CH:45][CH:44]=[CH:43][CH:42]=3)[CH2:48][CH2:49]1)=[O:15])[CH2:7][CH2:6][CH2:5]2. The yield is 0.540. (5) The reactants are [CH3:1][C:2]1[S:6][C:5]([C:7]([OH:9])=O)=[CH:4][C:3]=1[C:10]1[N:14]([CH3:15])[N:13]=[CH:12][CH:11]=1.[NH2:16][C@@H:17]([CH2:30][C:31]1[CH:36]=[C:35]([F:37])[CH:34]=[CH:33][C:32]=1[F:38])[CH2:18][N:19]1[C:27](=[O:28])[C:26]2[C:21](=[CH:22][CH:23]=[CH:24][CH:25]=2)[C:20]1=[O:29].FC1C=CC=C(F)C=1C[C@@H](C(O)=O)N.C1CN([P+](Br)(N2CCCC2)N2CCCC2)CC1.F[P-](F)(F)(F)(F)F.CCN(C(C)C)C(C)C. The catalyst is C(Cl)(Cl)Cl. The product is [F:38][C:32]1[CH:33]=[CH:34][C:35]([F:37])=[CH:36][C:31]=1[CH2:30][C@H:17]([NH:16][C:7]([C:5]1[S:6][C:2]([CH3:1])=[C:3]([C:10]2[N:14]([CH3:15])[N:13]=[CH:12][CH:11]=2)[CH:4]=1)=[O:9])[CH2:18][N:19]1[C:27](=[O:28])[C:26]2[C:21](=[CH:22][CH:23]=[CH:24][CH:25]=2)[C:20]1=[O:29]. The yield is 0.520. (6) The reactants are [Cl:1][C:2]1[C:7]([F:8])=[CH:6][C:5]([CH2:9][S:10]C)=[CH:4][N:3]=1.[N:12]#[C:13][NH2:14].C(O)(=O)C.C(O)(=O)C.IC1C=CC=CC=1. The catalyst is C1COCC1. The product is [F:8][C:7]1[CH:6]=[C:5]([CH2:9][SH:10]=[N:14][C:13]#[N:12])[CH:4]=[N:3][C:2]=1[Cl:1]. The yield is 0.890. (7) The catalyst is N1C=CC=CC=1. The yield is 0.770. The reactants are [CH2:1]([N:3]([CH2:33][CH3:34])[C:4]1[N:9]=[C:8]([NH:10][CH:11]([CH2:19][C:20]2[CH:25]=[CH:24][C:23]([O:26][C:27](=[O:31])[N:28]([CH3:30])[CH3:29])=[CH:22][CH:21]=2)[C:12]([O:14][C:15]([CH3:18])([CH3:17])[CH3:16])=[O:13])[C:7]([NH2:32])=[CH:6][N:5]=1)[CH3:2].[F:35][C:36]1[CH:41]=[CH:40][C:39]([S:42](Cl)(=[O:44])=[O:43])=[CH:38][CH:37]=1.CN(C)CCCN. The product is [CH2:33]([N:3]([CH2:1][CH3:2])[C:4]1[N:9]=[C:8]([NH:10][CH:11]([CH2:19][C:20]2[CH:25]=[CH:24][C:23]([O:26][C:27](=[O:31])[N:28]([CH3:29])[CH3:30])=[CH:22][CH:21]=2)[C:12]([O:14][C:15]([CH3:18])([CH3:16])[CH3:17])=[O:13])[C:7]([NH:32][S:42]([C:39]2[CH:40]=[CH:41][C:36]([F:35])=[CH:37][CH:38]=2)(=[O:44])=[O:43])=[CH:6][N:5]=1)[CH3:34].